This data is from Full USPTO retrosynthesis dataset with 1.9M reactions from patents (1976-2016). The task is: Predict the reactants needed to synthesize the given product. (1) The reactants are: Br[C:2]1[CH:3]=[C:4]2[C:10]([C:11]3[CH:12]=[N:13][N:14]([C:16](C4C=CC=CC=4)(C4C=CC=CC=4)C4C=CC=CC=4)[CH:15]=3)=[CH:9][N:8]([CH2:35][O:36][CH2:37][CH2:38][Si:39]([CH3:42])([CH3:41])[CH3:40])[C:5]2=[N:6][CH:7]=1.[C:43]1([SH:49])[CH:48]=[CH:47][CH:46]=[CH:45][CH:44]=1.CN(C)CC(O)=O.P([O-])([O-])([O-])=O.[K+].[K+].[K+]. Given the product [CH3:16][N:14]1[CH:15]=[C:11]([C:10]2[C:4]3[C:5](=[N:6][CH:7]=[C:2]([S:49][C:43]4[CH:48]=[CH:47][CH:46]=[CH:45][CH:44]=4)[CH:3]=3)[N:8]([CH2:35][O:36][CH2:37][CH2:38][Si:39]([CH3:42])([CH3:40])[CH3:41])[CH:9]=2)[CH:12]=[N:13]1, predict the reactants needed to synthesize it. (2) The reactants are: [F:1][C:2]([F:15])([C:8]1[CH:13]=[CH:12][C:11]([CH3:14])=[CH:10][N:9]=1)[C:3]([O:5]CC)=[O:4].O.[OH-].[Li+]. Given the product [F:15][C:2]([F:1])([C:8]1[CH:13]=[CH:12][C:11]([CH3:14])=[CH:10][N:9]=1)[C:3]([OH:5])=[O:4], predict the reactants needed to synthesize it. (3) Given the product [CH:9]1([NH:8][C:6]2[C:5]([N+:14]([O-:16])=[O:15])=[CH:4][N:3]=[C:2]([NH:17][C@H:18]3[CH2:23][CH2:22][C@H:21]([OH:24])[CH2:20][CH2:19]3)[N:7]=2)[CH2:13][CH2:12][CH2:11][CH2:10]1, predict the reactants needed to synthesize it. The reactants are: Cl[C:2]1[N:7]=[C:6]([NH:8][CH:9]2[CH2:13][CH2:12][CH2:11][CH2:10]2)[C:5]([N+:14]([O-:16])=[O:15])=[CH:4][N:3]=1.[NH2:17][C@H:18]1[CH2:23][CH2:22][C@H:21]([OH:24])[CH2:20][CH2:19]1.C(N(CC)C(C)C)(C)C.